From a dataset of Catalyst prediction with 721,799 reactions and 888 catalyst types from USPTO. Predict which catalyst facilitates the given reaction. (1) Reactant: [Si]([O:8][C:9]1[CH:14]=[CH:13][C:12]([N:15]([C:51]2[CH:55]=[C:54]([C:56]#[N:57])[N:53]([CH3:58])[C:52]=2[CH3:59])[C:16]([C:18]2[CH:22]=[C:21]([C:23]3[CH:28]=[C:27]([Cl:29])[CH:26]=[CH:25][C:24]=3[C:30]([N:32]3[C@H:41]([CH2:42][N:43]4[CH2:48][CH2:47][O:46][CH2:45][CH2:44]4)[CH2:40][C:39]4[C:34](=[CH:35][CH:36]=[CH:37][CH:38]=4)[CH2:33]3)=[O:31])[N:20]([CH3:49])[C:19]=2[CH3:50])=[O:17])=[CH:11][CH:10]=1)(C(C)(C)C)(C)C.Cl. Product: [ClH:29].[Cl:29][C:27]1[CH:26]=[CH:25][C:24]([C:30]([N:32]2[C@H:41]([CH2:42][N:43]3[CH2:48][CH2:47][O:46][CH2:45][CH2:44]3)[CH2:40][C:39]3[C:34](=[CH:35][CH:36]=[CH:37][CH:38]=3)[CH2:33]2)=[O:31])=[C:23]([C:21]2[N:20]([CH3:49])[C:19]([CH3:50])=[C:18]([C:16]([N:15]([C:51]3[CH:55]=[C:54]([C:56]#[N:57])[N:53]([CH3:58])[C:52]=3[CH3:59])[C:12]3[CH:13]=[CH:14][C:9]([OH:8])=[CH:10][CH:11]=3)=[O:17])[CH:22]=2)[CH:28]=1. The catalyst class is: 28. (2) Reactant: [Br:1][C:2]1[CH:3]=[C:4]2[C:8](=[CH:9][CH:10]=1)[NH:7][C:6]([C:11]([OH:13])=[O:12])=[C:5]2[CH2:14][CH2:15][CH2:16][NH:17]C(OC(C)(C)C)=O.[ClH:25].C(OCC)C. Product: [ClH:25].[Br:1][C:2]1[CH:3]=[C:4]2[C:8](=[CH:9][CH:10]=1)[NH:7][C:6]([C:11]([OH:13])=[O:12])=[C:5]2[CH2:14][CH2:15][CH2:16][NH2:17]. The catalyst class is: 135. (3) Reactant: [Br:1][C:2]1[CH:14]=[N:13][C:12]2[C:11]3[C:10](F)=[CH:9][CH:8]=[C:7]([S:16]([CH3:19])(=[O:18])=[O:17])[C:6]=3[NH:5][C:4]=2[CH:3]=1.[F:20][C:21]([F:25])(C)[CH2:22][OH:23].CC([O-])(C)C.[K+]. Product: [Br:1][C:2]1[CH:14]=[N:13][C:12]2[C:11]3[C:10]([O:23][CH2:22][CH:21]([F:25])[F:20])=[CH:9][CH:8]=[C:7]([S:16]([CH3:19])(=[O:18])=[O:17])[C:6]=3[NH:5][C:4]=2[CH:3]=1. The catalyst class is: 296. (4) Reactant: [H-].[H-].[H-].[H-].[Li+].[Al+3].[OH:7][C:8]1[CH:13]=[CH:12][C:11]([C:14]([C:34]2[CH:39]=[CH:38][C:37]([OH:40])=[CH:36][CH:35]=2)=[C:15]([C:19]2[CH:20]=[C:21]([O:25][CH2:26][CH2:27][CH2:28][C:29](OCC)=[O:30])[CH:22]=[CH:23][CH:24]=2)[CH2:16][CH2:17][CH3:18])=[CH:10][CH:9]=1. Product: [OH:30][CH2:29][CH2:28][CH2:27][CH2:26][O:25][C:21]1[CH:20]=[C:19]([C:15]([CH2:16][CH2:17][CH3:18])=[C:14]([C:34]2[CH:35]=[CH:36][C:37]([OH:40])=[CH:38][CH:39]=2)[C:11]2[CH:12]=[CH:13][C:8]([OH:7])=[CH:9][CH:10]=2)[CH:24]=[CH:23][CH:22]=1. The catalyst class is: 1. (5) Reactant: C([N:8]1[C:12]2[C:13](=[O:35])[N:14]([CH3:34])[C:15]([CH:24]([O:29][C:30]([CH3:33])([CH3:32])[CH3:31])[C:25]([O:27][CH3:28])=[O:26])=[C:16]([C:17]3[CH:22]=[CH:21][C:20]([Cl:23])=[CH:19][CH:18]=3)[C:11]=2[CH:10]=[CH:9]1)C1C=CC=CC=1.[Li+].CC([N-]C(C)C)C. Product: [C:30]([O:29][CH:24]([C:15]1[N:14]([CH3:34])[C:13](=[O:35])[C:12]2[NH:8][CH:9]=[CH:10][C:11]=2[C:16]=1[C:17]1[CH:18]=[CH:19][C:20]([Cl:23])=[CH:21][CH:22]=1)[C:25]([O:27][CH3:28])=[O:26])([CH3:33])([CH3:31])[CH3:32]. The catalyst class is: 7. (6) Reactant: [C:1]([O:4][CH2:5][CH2:6][CH2:7][CH2:8][CH2:9][CH2:10][CH2:11][CH2:12][CH2:13][CH2:14][CH2:15][CH2:16][CH2:17][CH2:18][CH2:19][CH2:20][CH2:21]O)(=[O:3])[CH3:2].C(Br)(Br)(Br)[Br:24].C1C=CC(P(C2C=CC=CC=2)C2C=CC=CC=2)=CC=1. Product: [C:1]([O:4][CH2:5][CH2:6][CH2:7][CH2:8][CH2:9][CH2:10][CH2:11][CH2:12][CH2:13][CH2:14][CH2:15][CH2:16][CH2:17][CH2:18][CH2:19][CH2:20][CH2:21][Br:24])(=[O:3])[CH3:2]. The catalyst class is: 2. (7) Reactant: I[CH2:2][CH2:3][CH2:4][CH2:5][C:6]1[CH:30]=[CH:29][C:9]([O:10][CH2:11][C:12]2[N:13]=[C:14](/[CH:17]=[CH:18]/[C:19]3[CH:24]=[CH:23][C:22]([C:25]([F:28])([F:27])[F:26])=[CH:21][CH:20]=3)[O:15][CH:16]=2)=[CH:8][CH:7]=1.[NH:31]1[CH:35]=[CH:34][N:33]=[C:32]1[CH2:36][CH2:37][C:38]([O:40][CH2:41][CH3:42])=[O:39].C(=O)([O-])[O-].[K+].[K+].O. Product: [F:26][C:25]([F:28])([F:27])[C:22]1[CH:23]=[CH:24][C:19](/[CH:18]=[CH:17]/[C:14]2[O:15][CH:16]=[C:12]([CH2:11][O:10][C:9]3[CH:29]=[CH:30][C:6]([CH2:5][CH2:4][CH2:3][CH2:2][N:31]4[CH:35]=[CH:34][N:33]=[C:32]4[CH2:36][CH2:37][C:38]([O:40][CH2:41][CH3:42])=[O:39])=[CH:7][CH:8]=3)[N:13]=2)=[CH:20][CH:21]=1. The catalyst class is: 3.